Dataset: Buchwald-Hartwig C-N cross coupling reaction yields with 55,370 reactions. Task: Predict the reaction yield, written as a fraction of the theoretical maximum amount of product (1.0 means a 100% yield; for example, 0.34 means a 34% yield). (1) The reactants are Ic1ccccn1.Cc1ccc(N)cc1.O=S(=O)(O[Pd]1c2ccccc2-c2ccccc2N~1)C(F)(F)F.CC(C)c1cc(C(C)C)c(-c2ccccc2P(C(C)(C)C)C(C)(C)C)c(C(C)C)c1.CCN=P(N=P(N(C)C)(N(C)C)N(C)C)(N(C)C)N(C)C.CCOC(=O)c1cnoc1. No catalyst specified. The product is Cc1ccc(Nc2ccccn2)cc1. The yield is 0.100. (2) The reactants are Brc1ccccn1.Cc1ccc(N)cc1.O=S(=O)(O[Pd]1c2ccccc2-c2ccccc2N~1)C(F)(F)F.COc1ccc(OC)c(P(C(C)(C)C)C(C)(C)C)c1-c1c(C(C)C)cc(C(C)C)cc1C(C)C.CN(C)C(=NC(C)(C)C)N(C)C.c1ccc(-c2ccon2)cc1. No catalyst specified. The product is Cc1ccc(Nc2ccccn2)cc1. The yield is 0.844. (3) The reactants are Brc1cccnc1.Cc1ccc(N)cc1.O=S(=O)(O[Pd]1c2ccccc2-c2ccccc2N~1)C(F)(F)F.COc1ccc(OC)c(P(C(C)(C)C)C(C)(C)C)c1-c1c(C(C)C)cc(C(C)C)cc1C(C)C.CN(C)C(=NC(C)(C)C)N(C)C.CCOC(=O)c1cc(C)no1. No catalyst specified. The product is Cc1ccc(Nc2cccnc2)cc1. The yield is 0.716. (4) The reactants are Clc1ccccn1.Cc1ccc(N)cc1.O=S(=O)(O[Pd]1c2ccccc2-c2ccccc2N~1)C(F)(F)F.COc1ccc(OC)c(P(C(C)(C)C)C(C)(C)C)c1-c1c(C(C)C)cc(C(C)C)cc1C(C)C.CN1CCCN2CCCN=C12.COC(=O)c1cc(-c2ccco2)on1. No catalyst specified. The product is Cc1ccc(Nc2ccccn2)cc1. The yield is 0.747. (5) The product is Cc1ccc(Nc2cccnc2)cc1. The reactants are Clc1cccnc1.Cc1ccc(N)cc1.O=S(=O)(O[Pd]1c2ccccc2-c2ccccc2N~1)C(F)(F)F.CC(C)c1cc(C(C)C)c(-c2ccccc2P(C2CCCCC2)C2CCCCC2)c(C(C)C)c1.CN1CCCN2CCCN=C12.COC(=O)c1cc(-c2ccco2)on1. The yield is 0.0361. No catalyst specified. (6) The reactants are Ic1cccnc1.Cc1ccc(N)cc1.O=S(=O)(O[Pd]1c2ccccc2-c2ccccc2N~1)C(F)(F)F.CC(C)c1cc(C(C)C)c(-c2ccccc2P(C2CCCCC2)C2CCCCC2)c(C(C)C)c1.CN(C)C(=NC(C)(C)C)N(C)C.c1ccc2oncc2c1. No catalyst specified. The product is Cc1ccc(Nc2cccnc2)cc1. The yield is 0.0804. (7) The reactants are Brc1ccccn1.Cc1ccc(N)cc1.O=S(=O)(O[Pd]1c2ccccc2-c2ccccc2N~1)C(F)(F)F.COc1ccc(OC)c(P([C@]23C[C@H]4C[C@H](C[C@H](C4)C2)C3)[C@]23C[C@H]4C[C@H](C[C@H](C4)C2)C3)c1-c1c(C(C)C)cc(C(C)C)cc1C(C)C.CCN=P(N=P(N(C)C)(N(C)C)N(C)C)(N(C)C)N(C)C.c1ccc(CN(Cc2ccccc2)c2ccno2)cc1. No catalyst specified. The product is Cc1ccc(Nc2ccccn2)cc1. The yield is 0.371.